This data is from Full USPTO retrosynthesis dataset with 1.9M reactions from patents (1976-2016). The task is: Predict the reactants needed to synthesize the given product. (1) Given the product [CH2:15]([N:11]1[C:12]2[C:7](=[C:6]([OH:29])[C:5]([C:3]([NH:30][C@H:31]([CH2:32][C:33]3[CH:38]=[CH:37][CH:36]=[CH:35][CH:34]=3)[C:39]([OH:41])=[O:40])=[O:4])=[N:14][CH:13]=2)[CH:8]=[C:9]([C:23]2[CH:28]=[CH:27][CH:26]=[CH:25][CH:24]=2)[C:10]1=[O:22])[C:16]1[CH:17]=[CH:18][CH:19]=[CH:20][CH:21]=1, predict the reactants needed to synthesize it. The reactants are: CO[C:3]([C:5]1[C:6]([OH:29])=[C:7]2[C:12](=[CH:13][N:14]=1)[N:11]([CH2:15][C:16]1[CH:21]=[CH:20][CH:19]=[CH:18][CH:17]=1)[C:10](=[O:22])[C:9]([C:23]1[CH:28]=[CH:27][CH:26]=[CH:25][CH:24]=1)=[CH:8]2)=[O:4].[NH2:30][C@@H:31]([C:39]([OH:41])=[O:40])[CH2:32][C:33]1[CH:38]=[CH:37][CH:36]=[CH:35][CH:34]=1.C[O-].[Na+]. (2) The reactants are: [NH2:1][C:2]1[CH:10]=[CH:9][C:8]([CH3:11])=[CH:7][C:3]=1[C:4]([OH:6])=[O:5].Cl[C:13]([O:15][C:16]1[CH:21]=[CH:20][CH:19]=[CH:18][CH:17]=1)=O. Given the product [CH3:11][C:8]1[CH:9]=[CH:10][C:2]2[N:1]=[C:13]([O:15][C:16]3[CH:21]=[CH:20][CH:19]=[CH:18][CH:17]=3)[O:5][C:4](=[O:6])[C:3]=2[CH:7]=1, predict the reactants needed to synthesize it. (3) Given the product [Br:26][C:11]1[CH:12]=[C:13]2[C:8](=[CH:9][CH:10]=1)[NH:7][C:6]([C:4]([OH:5])=[O:3])=[C:14]2[CH2:15][CH2:16][CH2:17][NH:18][C:19]([O:21][C:22]([CH3:25])([CH3:24])[CH3:23])=[O:20], predict the reactants needed to synthesize it. The reactants are: C([O:3][C:4]([C:6]1[NH:7][C:8]2[C:13]([C:14]=1[CH2:15][CH2:16][CH2:17][NH:18][C:19]([O:21][C:22]([CH3:25])([CH3:24])[CH3:23])=[O:20])=[CH:12][C:11]([Br:26])=[CH:10][CH:9]=2)=[O:5])C.O.[OH-].[Li+].Cl. (4) Given the product [CH3:23][O:22][C:20](=[O:21])[NH:19][C:7]([C:8](=[O:10])[NH:33][CH2:32][C:76](=[O:77])[NH:74][CH2:73][C:28]1[S:24][C:25]([C:29](=[NH:31])[NH2:30])=[CH:26][CH:27]=1)([CH2:6][CH2:5][S:2]([CH3:1])(=[O:3])=[O:4])[CH2:11][CH2:12][C:13]1[CH:18]=[CH:17][CH:16]=[CH:15][CH:14]=1, predict the reactants needed to synthesize it. The reactants are: [CH3:1][S:2]([CH2:5][CH2:6][C:7]([NH:19][C:20]([O:22][CH3:23])=[O:21])([CH2:11][CH2:12][C:13]1[CH:18]=[CH:17][CH:16]=[CH:15][CH:14]=1)[C:8]([OH:10])=O)(=[O:4])=[O:3].[S:24]1[CH:28]=[CH:27][CH:26]=[C:25]1[C:29]([NH2:31])=[NH:30].[CH3:32][N:33](C(ON1N=NC2C=CC=CC1=2)=[N+](C)C)C.[B-](F)(F)(F)F.C1C=CC2N(O)N=NC=2C=1.CCN(C(C)C)C(C)C.[CH3:73][N:74]([CH:76]=[O:77])C. (5) Given the product [C:23]([C:21]1[CH:20]=[CH:19][C:18]2[N:14]([CH:11]3[CH2:12][CH2:13][N:8]([C:6]([O:5][C:1]([CH3:4])([CH3:2])[CH3:3])=[O:7])[CH2:9][CH2:10]3)[C:15](=[O:29])[NH:16][C:17]=2[CH:22]=1)(=[O:28])[CH3:31], predict the reactants needed to synthesize it. The reactants are: [C:1]([O:5][C:6]([N:8]1[CH2:13][CH2:12][CH:11]([N:14]2[C:18]3[CH:19]=[CH:20][C:21]([C:23](=[O:28])N(OC)C)=[CH:22][C:17]=3[NH:16][C:15]2=[O:29])[CH2:10][CH2:9]1)=[O:7])([CH3:4])([CH3:3])[CH3:2].Br[CH2:31][Mg].C1(C)C=CC=CC=1.O1CCCC1. (6) Given the product [F:18][C:19]1[CH:24]=[CH:23][C:22]([C:25]2[NH:17][C:3]3[C:2]([CH:26]=2)=[CH:7][C:6]([S:8]([C:11]2[CH:16]=[CH:15][CH:14]=[CH:13][CH:12]=2)(=[O:10])=[O:9])=[CH:5][CH:4]=3)=[CH:21][CH:20]=1, predict the reactants needed to synthesize it. The reactants are: I[C:2]1[CH:7]=[C:6]([S:8]([C:11]2[CH:16]=[CH:15][CH:14]=[CH:13][CH:12]=2)(=[O:10])=[O:9])[CH:5]=[CH:4][C:3]=1[NH2:17].[F:18][C:19]1[CH:24]=[CH:23][C:22]([C:25]#[CH:26])=[CH:21][CH:20]=1.C(N(CC)CC)C.CC(C)([O-])C.[K+].